This data is from Reaction yield outcomes from USPTO patents with 853,638 reactions. The task is: Predict the reaction yield, written as a fraction of the theoretical maximum amount of product (1.0 means a 100% yield; for example, 0.34 means a 34% yield). The reactants are [CH2:1]([O:3][C:4]1[C:5]([C:15]([F:18])([F:17])[F:16])=[CH:6][C:7]([N+:12]([O-])=O)=[C:8]([CH:11]=1)[C:9]#[N:10])[CH3:2]. The catalyst is CO.Cl.[Fe]. The product is [NH2:12][C:7]1[CH:6]=[C:5]([C:15]([F:17])([F:18])[F:16])[C:4]([O:3][CH2:1][CH3:2])=[CH:11][C:8]=1[C:9]#[N:10]. The yield is 0.840.